This data is from Peptide-MHC class II binding affinity with 134,281 pairs from IEDB. The task is: Regression. Given a peptide amino acid sequence and an MHC pseudo amino acid sequence, predict their binding affinity value. This is MHC class II binding data. (1) The peptide sequence is PHPLEKKITQWLETKGV. The MHC is DRB4_0101 with pseudo-sequence DRB4_0103. The binding affinity (normalized) is 0.237. (2) The peptide sequence is NVTENFNMWKNNMVEQMH. The MHC is HLA-DQA10101-DQB10501 with pseudo-sequence HLA-DQA10101-DQB10501. The binding affinity (normalized) is 0.598. (3) The peptide sequence is STIFPFRRLFMVADV. The MHC is HLA-DQA10501-DQB10301 with pseudo-sequence HLA-DQA10501-DQB10301. The binding affinity (normalized) is 0.114. (4) The peptide sequence is MEVGAYRSPFSRVVHLYRNGK. The MHC is HLA-DPA10103-DPB10401 with pseudo-sequence HLA-DPA10103-DPB10401. The binding affinity (normalized) is 0. (5) The peptide sequence is ERLAVMGDTAWDFSS. The MHC is HLA-DQA10303-DQB10402 with pseudo-sequence HLA-DQA10303-DQB10402. The binding affinity (normalized) is 0.